From a dataset of Forward reaction prediction with 1.9M reactions from USPTO patents (1976-2016). Predict the product of the given reaction. (1) Given the reactants [OH-].[Na+].[C:3]1([C:30]2[CH:35]=[CH:34][CH:33]=[CH:32][CH:31]=2)[CH:8]=[CH:7][C:6](/[C:9](/[CH3:29])=[CH:10]/[CH2:11][O:12][C:13]2[CH:18]=[CH:17][C:16]([CH2:19][C@H:20]([O:26][CH2:27][CH3:28])[C:21]([O:23]CC)=[O:22])=[CH:15][CH:14]=2)=[CH:5][CH:4]=1, predict the reaction product. The product is: [C:3]1([C:30]2[CH:31]=[CH:32][CH:33]=[CH:34][CH:35]=2)[CH:4]=[CH:5][C:6](/[C:9](/[CH3:29])=[CH:10]/[CH2:11][O:12][C:13]2[CH:18]=[CH:17][C:16]([CH2:19][C@H:20]([O:26][CH2:27][CH3:28])[C:21]([OH:23])=[O:22])=[CH:15][CH:14]=2)=[CH:7][CH:8]=1. (2) The product is: [F:1][C:2]1[CH:3]=[C:4]([C:8]([N:12]2[CH2:13][CH2:14][CH:15]([NH:18][C:19]3[C:20]4[C:27]5[CH2:28][CH2:29][CH2:30][CH2:31][C:26]=5[S:25][C:21]=4[N:22]=[CH:23][N:24]=3)[CH2:16][CH2:17]2)([CH3:11])[CH3:9])[CH:5]=[CH:6][CH:7]=1. Given the reactants [F:1][C:2]1[CH:3]=[C:4]([C:8]([N:12]2[CH2:17][CH2:16][CH:15]([NH:18][C:19]3[C:20]4[C:27]5[CH2:28][CH2:29][CH2:30][CH2:31][C:26]=5[S:25][C:21]=4[N:22]=[CH:23][N:24]=3)[CH2:14][CH2:13]2)([CH3:11])[C:9]#N)[CH:5]=[CH:6][CH:7]=1.C[Mg+].[Br-].C(OCCCC)CCC.[NH4+].[Cl-], predict the reaction product. (3) Given the reactants C([N:4]([CH2:8][CH3:9])[CH:5]([CH3:7])[CH3:6])(C)C.[F:10][C:11]([F:25])([F:24])/[CH:12]=[CH:13]/[C:14]1[CH:22]=[CH:21]C(C(O)=O)=[C:16]([CH3:23])[CH:15]=1.[OH:26]N1C2C=CC=CC=2N=N1.Cl.CN(C)CCCN=C=NCC.NC1C=[CH:51][C:52]2[O:56][C:55]([CH2:57][OH:58])=[N:54][C:53]=2C=1, predict the reaction product. The product is: [OH:58][CH2:57][C:55]1[O:56][C:52]2[CH:51]=[CH:6][C:5]([NH:4][C:8](=[O:26])[C:9]3[CH:23]=[CH:16][CH:15]=[C:14](/[CH:13]=[CH:12]/[C:11]([F:10])([F:24])[F:25])[C:22]=3[CH3:21])=[CH:7][C:53]=2[N:54]=1. (4) Given the reactants [CH2:1]([O:3][C:4](=[O:26])[CH2:5][C@@H:6]([NH:15][C:16]1[CH:21]=[C:20]([CH3:22])[CH:19]=[CH:18][C:17]=1[N+:23]([O-])=O)[CH2:7][CH2:8][C:9]1[CH:14]=[CH:13][CH:12]=[CH:11][CH:10]=1)[CH3:2], predict the reaction product. The product is: [CH2:1]([O:3][C:4](=[O:26])[CH2:5][C@@H:6]([NH:15][C:16]1[CH:21]=[C:20]([CH3:22])[CH:19]=[CH:18][C:17]=1[NH2:23])[CH2:7][CH2:8][C:9]1[CH:14]=[CH:13][CH:12]=[CH:11][CH:10]=1)[CH3:2]. (5) Given the reactants C(O)C.Cl[C:5]1[C:10]([N+:11]([O-:13])=[O:12])=[CH:9][CH:8]=[CH:7][N:6]=1.C(=O)([O-])[O-].[K+].[K+].[CH2:20]([SH:27])[C:21]1[CH:26]=[CH:25][CH:24]=[CH:23][CH:22]=1, predict the reaction product. The product is: [CH2:20]([S:27][C:5]1[C:10]([N+:11]([O-:13])=[O:12])=[CH:9][CH:8]=[CH:7][N:6]=1)[C:21]1[CH:26]=[CH:25][CH:24]=[CH:23][CH:22]=1. (6) Given the reactants [F:1][C:2]1[CH:7]=[C:6]([I:8])[CH:5]=[CH:4][C:3]=1[NH:9][C:10]1[C:14]2[CH:15]=[N:16][CH:17]=[CH:18][C:13]=2[O:12][C:11]=1[C:19]([OH:21])=O.C1C=CC2[N:30]([OH:31])N=NC=2C=1.[CH3:32][CH2:33][N:34]([CH:38]([CH3:40])C)[CH:35](C)[CH3:36].[O:41]1CCC(CCON)CC1, predict the reaction product. The product is: [N:34]1([CH2:38][CH2:40][O:31][NH:30][C:19]([C:11]2[O:12][C:13]3[CH:18]=[CH:17][N:16]=[CH:15][C:14]=3[C:10]=2[NH:9][C:3]2[CH:4]=[CH:5][C:6]([I:8])=[CH:7][C:2]=2[F:1])=[O:21])[CH2:35][CH2:36][O:41][CH2:32][CH2:33]1.